Dataset: Full USPTO retrosynthesis dataset with 1.9M reactions from patents (1976-2016). Task: Predict the reactants needed to synthesize the given product. (1) Given the product [CH2:66]([NH:67][C:23]([CH:20]1[CH2:21][CH2:22][C:17]([C:15]2[NH:14][C:10]3=[N:11][CH:12]=[CH:13][C:8]([C:6]4[CH:7]=[C:2]([F:1])[CH:3]=[CH:4][C:5]=4[O:26][CH3:27])=[C:9]3[CH:16]=2)=[CH:18][CH2:19]1)=[O:24])[C:60]1[CH:65]=[CH:64][CH:63]=[CH:62][CH:61]=1, predict the reactants needed to synthesize it. The reactants are: [F:1][C:2]1[CH:3]=[CH:4][C:5]([O:26][CH3:27])=[C:6]([C:8]2[CH:13]=[CH:12][N:11]=[C:10]3[NH:14][C:15]([C:17]4[CH2:22][CH2:21][CH:20]([C:23](O)=[O:24])[CH2:19][CH:18]=4)=[CH:16][C:9]=23)[CH:7]=1.Cl.CN(C)CCCN=C=NCC.O.N1(O)C2C=CC=CC=2N=N1.C(N(C(C)C)C(C)C)C.[C:60]1([CH2:66][NH2:67])[CH:65]=[CH:64][CH:63]=[CH:62][CH:61]=1. (2) Given the product [ClH:20].[N:15]1([C@H:10]2[C@H:11]([OH:14])[CH2:12][CH2:13][NH:8][CH2:9]2)[CH2:16][CH2:17][CH2:18][CH2:19]1, predict the reactants needed to synthesize it. The reactants are: C(OC([N:8]1[CH2:13][CH2:12][C@@H:11]([OH:14])[C@H:10]([N:15]2[CH2:19][CH2:18][CH2:17][CH2:16]2)[CH2:9]1)=O)(C)(C)C.[ClH:20].